This data is from Full USPTO retrosynthesis dataset with 1.9M reactions from patents (1976-2016). The task is: Predict the reactants needed to synthesize the given product. (1) The reactants are: C(NC(C)C)(C)C.C([Li])CCC.[CH3:13][O:14][C:15](=[O:25])[CH2:16][C:17]1[CH:22]=[CH:21][C:20]([Cl:23])=[C:19]([Cl:24])[CH:18]=1.I[CH2:27][CH:28]1[CH2:32][CH2:31][CH2:30][O:29]1. Given the product [CH3:13][O:14][C:15](=[O:25])[CH:16]([C:17]1[CH:22]=[CH:21][C:20]([Cl:23])=[C:19]([Cl:24])[CH:18]=1)[CH2:27][CH:28]1[CH2:32][CH2:31][CH2:30][O:29]1, predict the reactants needed to synthesize it. (2) Given the product [C:1]1([C:7]2[N:8]=[C:9]([CH:34]=[O:35])[N:10]([CH2:18][O:19][CH2:20][CH2:21][Si:22]([CH3:25])([CH3:24])[CH3:23])[C:11]=2[C:12]2[CH:13]=[CH:14][CH:15]=[CH:16][CH:17]=2)[CH:2]=[CH:3][CH:4]=[CH:5][CH:6]=1, predict the reactants needed to synthesize it. The reactants are: [C:1]1([C:7]2[N:8]=[CH:9][N:10]([CH2:18][O:19][CH2:20][CH2:21][Si:22]([CH3:25])([CH3:24])[CH3:23])[C:11]=2[C:12]2[CH:17]=[CH:16][CH:15]=[CH:14][CH:13]=2)[CH:6]=[CH:5][CH:4]=[CH:3][CH:2]=1.[Li]CCCC.CN([CH:34]=[O:35])C. (3) Given the product [CH3:9][C:5]1[CH:6]=[CH:7][CH:8]=[C:3]([CH3:2])[C:4]=1[CH2:10][S:11]([OH:14])(=[O:13])=[O:12], predict the reactants needed to synthesize it. The reactants are: [Na+].[CH3:2][C:3]1[CH:8]=[CH:7][CH:6]=[C:5]([CH3:9])[C:4]=1[CH2:10][S:11]([O-:14])(=[O:13])=[O:12].Cl. (4) Given the product [C:19]([O-:20])(=[O:24])[CH3:14].[CH3:23][O:22][C:15]1[CH:16]=[CH:17][CH:18]=[C:19]([O:20][CH3:21])[C:14]=1[CH2:13][N:7]1[CH2:6][C:5]2[C:10](=[CH:11][C:2]([C:30]3[CH:31]=[N:32][CH:33]=[CH:34][CH:35]=3)=[CH:3][CH:4]=2)[N:9]=[C:8]1[NH3+:12], predict the reactants needed to synthesize it. The reactants are: Br[C:2]1[CH:11]=[C:10]2[C:5]([CH2:6][N:7]([CH2:13][C:14]3[C:19]([O:20][CH3:21])=[CH:18][CH:17]=[CH:16][C:15]=3[O:22][CH3:23])[C:8]([NH2:12])=[N:9]2)=[CH:4][CH:3]=1.[O:24]1CCCOB1[C:30]1[CH:31]=[N:32][CH:33]=[CH:34][CH:35]=1. (5) Given the product [Br:1][CH2:2][CH2:3][C@H:4]1[CH2:8][CH2:7][CH2:6][N:5]1[S:9]([C:12]1[CH:13]=[CH:14][C:15]2[O:47][CH2:46][C:37](=[O:40])[NH:18][C:19]=2[CH:20]=1)(=[O:11])=[O:10], predict the reactants needed to synthesize it. The reactants are: [Br:1][CH2:2][CH2:3][C@H:4]1[CH2:8][CH2:7][CH2:6][N:5]1[S:9]([C:12]1[CH:20]=[C:19]2[C:15](C=C[NH:18]2)=[CH:14][CH:13]=1)(=[O:11])=[O:10].Cl.N1CCC(C2C3C(=CC=CC=3)NC=2)CC1.[C:37](=[O:40])(O)[O-].[Na+].[I-].[Na+].CN(C)[CH:46]=[O:47]. (6) Given the product [NH2:1][C:2]1[C:10]([Cl:11])=[CH:9][C:8]([Br:12])=[CH:7][C:3]=1[CH2:4][OH:5], predict the reactants needed to synthesize it. The reactants are: [NH2:1][C:2]1[C:10]([Cl:11])=[CH:9][C:8]([Br:12])=[CH:7][C:3]=1[C:4](O)=[O:5].[BH4-]. (7) Given the product [O:4]=[C:3]1[CH2:9][NH:8][CH2:7][CH2:6][N:5]1[CH2:16][CH:17]1[CH2:18][CH2:19][CH2:20][C:21]2[C:22]([C:27]#[N:28])=[CH:23][CH:24]=[CH:25][C:26]1=2, predict the reactants needed to synthesize it. The reactants are: ClC[C:3]([N:5]([CH2:16][CH:17]1[C:26]2[C:21](=[C:22]([C:27]#[N:28])[CH:23]=[CH:24][CH:25]=2)[CH2:20][CH2:19][CH2:18]1)[CH2:6][CH2:7][NH:8][C:9](=O)OC(C)(C)C)=[O:4].C(O)(C(F)(F)F)=O.C([O-])([O-])=O.[K+].[K+].[Na+].[I-]. (8) Given the product [CH3:14][CH:15]1[CH2:20][CH2:19][CH2:18][CH2:17][N:16]1[C:2]1[CH:9]=[CH:8][C:5]([C:6]#[N:7])=[CH:4][C:3]=1[C:10]([F:13])([F:12])[F:11], predict the reactants needed to synthesize it. The reactants are: F[C:2]1[CH:9]=[CH:8][C:5]([C:6]#[N:7])=[CH:4][C:3]=1[C:10]([F:13])([F:12])[F:11].[CH3:14][CH:15]1[CH2:20][CH2:19][CH2:18][CH2:17][NH:16]1. (9) Given the product [S:1]1[C:5]2[CH:6]=[CH:7][CH:8]=[CH:9][C:4]=2[N:3]=[C:2]1[CH2:10][CH2:11][CH2:12][C:13]([O:15][CH3:17])=[O:14], predict the reactants needed to synthesize it. The reactants are: [S:1]1[C:5]2[CH:6]=[CH:7][CH:8]=[CH:9][C:4]=2[N:3]=[C:2]1[CH2:10][CH2:11][CH2:12][C:13]([OH:15])=[O:14].Cl.[CH3:17]O. (10) Given the product [F:19][C:16]1[CH:17]=[CH:18][C:13]([O:12][CH2:11][C:9]2[N:10]=[C:5]3[N:4]=[CH:3][C:2]([C:25]4[CH:24]=[CH:23][N:22]=[C:21]([F:20])[CH:26]=4)=[CH:7][N:6]3[CH:8]=2)=[CH:14][CH:15]=1, predict the reactants needed to synthesize it. The reactants are: Br[C:2]1[CH:3]=[N:4][C:5]2[N:6]([CH:8]=[C:9]([CH2:11][O:12][C:13]3[CH:18]=[CH:17][C:16]([F:19])=[CH:15][CH:14]=3)[N:10]=2)[CH:7]=1.[F:20][C:21]1[CH:26]=[C:25](B(O)O)[CH:24]=[CH:23][N:22]=1.